Dataset: Reaction yield outcomes from USPTO patents with 853,638 reactions. Task: Predict the reaction yield, written as a fraction of the theoretical maximum amount of product (1.0 means a 100% yield; for example, 0.34 means a 34% yield). (1) The reactants are [CH3:1][C:2]1[CH:7]=[CH:6][N:5]=[CH:4][C:3]=1[N:8]1[CH2:12][CH2:11][NH:10][C:9]1=[O:13].Br[C:15]1[CH:16]=[N:17][CH:18]=[C:19]([O:21][CH3:22])[CH:20]=1.N[C@@H]1CCCC[C@H]1N.C(=O)([O-])[O-].[K+].[K+]. The catalyst is [Cu](I)I.O1CCOCC1. The product is [CH3:22][O:21][C:19]1[CH:20]=[C:15]([N:10]2[CH2:11][CH2:12][N:8]([C:3]3[CH:4]=[N:5][CH:6]=[CH:7][C:2]=3[CH3:1])[C:9]2=[O:13])[CH:16]=[N:17][CH:18]=1. The yield is 0.0955. (2) The reactants are [N:1]1([C:6]2[CH:11]=[CH:10][C:9]([C:12](O)([CH2:14][CH:15]([C:20]3[CH:25]=[C:24]([Cl:26])[CH:23]=[C:22]([Cl:27])[CH:21]=3)[C:16]([F:19])([F:18])[F:17])[CH3:13])=[CH:8][CH:7]=2)[CH:5]=[N:4][CH:3]=[N:2]1.C1(C)C=CC(S(O)(=O)=O)=CC=1. The catalyst is C1(C)C=CC=CC=1. The product is [Cl:26][C:24]1[CH:25]=[C:20]([CH:15]([C:16]([F:17])([F:19])[F:18])/[CH:14]=[C:12](/[C:9]2[CH:10]=[CH:11][C:6]([N:1]3[CH:5]=[N:4][CH:3]=[N:2]3)=[CH:7][CH:8]=2)\[CH3:13])[CH:21]=[C:22]([Cl:27])[CH:23]=1. The yield is 0.310. (3) The reactants are [CH3:1][CH:2]([OH:10])[C:3]1[CH:8]=[CH:7][C:6]([F:9])=[CH:5][CH:4]=1.[H-].[Na+].[F:13][C:14]1[CH:21]=[CH:20][CH:19]=[C:18](F)[C:15]=1[C:16]#[N:17]. The catalyst is CN(C)C=O. The product is [F:13][C:14]1[CH:21]=[CH:20][CH:19]=[C:18]([O:10][CH:2]([C:3]2[CH:8]=[CH:7][C:6]([F:9])=[CH:5][CH:4]=2)[CH3:1])[C:15]=1[C:16]#[N:17]. The yield is 0.780. (4) The reactants are [F:1][C:2]([F:24])([F:23])[C:3]1[CH:4]=[C:5]([CH:16]=[C:17]([C:19]([F:22])([F:21])[F:20])[CH:18]=1)[CH2:6][N:7]1[C:11]([Cl:12])=[C:10]([C:13]([OH:15])=O)[N:9]=[N:8]1.C(Cl)(=O)C(Cl)=O.[CH3:31][C:32]1([CH3:44])[NH:36][N:35]([C:37]2[CH:42]=[CH:41][CH:40]=[CH:39][CH:38]=2)[C:34](=[O:43])[CH2:33]1. The catalyst is C(Cl)Cl.CN(C=O)C.CN(C1C=CN=CC=1)C. The product is [F:1][C:2]([F:23])([F:24])[C:3]1[CH:4]=[C:5]([CH:16]=[C:17]([C:19]([F:22])([F:21])[F:20])[CH:18]=1)[CH2:6][N:7]1[C:11]([Cl:12])=[C:10]([C:13]([N:36]2[C:32]([CH3:44])([CH3:31])[CH2:33][C:34](=[O:43])[N:35]2[C:37]2[CH:42]=[CH:41][CH:40]=[CH:39][CH:38]=2)=[O:15])[N:9]=[N:8]1. The yield is 0.400. (5) The reactants are CC(OC(/N=N/C(OC(C)C)=O)=O)C.[P:15]([O-:32])([O:24][CH2:25][C:26]1[CH:31]=[CH:30][CH:29]=[CH:28][CH:27]=1)[O:16][CH2:17][C:18]1[CH:23]=[CH:22][CH:21]=[CH:20][CH:19]=1.[OH:33][CH2:34][CH2:35][CH2:36][O:37][CH2:38][C:39]([CH3:48])([CH3:47])[C:40]([O:42][C:43]([CH3:46])([CH3:45])[CH3:44])=[O:41].CC1C=CC(S(OCCCOCC2C=CC=CC=2)(=O)=O)=CC=1. The catalyst is C1COCC1.C1C=CC(P(C2C=CC=CC=2)C2C=CC=CC=2)=CC=1. The product is [CH2:17]([O:16][P:15]([O:33][CH2:34][CH2:35][CH2:36][O:37][CH2:38][C:39]([CH3:48])([CH3:47])[C:40]([O:42][C:43]([CH3:46])([CH3:45])[CH3:44])=[O:41])([O:24][CH2:25][C:26]1[CH:31]=[CH:30][CH:29]=[CH:28][CH:27]=1)=[O:32])[C:18]1[CH:23]=[CH:22][CH:21]=[CH:20][CH:19]=1. The yield is 0.540. (6) The reactants are Br[C:2]1[CH:3]=[C:4]2[N:10]=[CH:9][N:8]([C:11]3[CH:12]=[C:13]([NH2:25])[CH:14]=[C:15]([C:17]4[CH:22]=[CH:21][C:20]([F:23])=[CH:19][C:18]=4[F:24])[CH:16]=3)[C:5]2=[N:6][CH:7]=1.[CH:26]1([S:29](Cl)(=[O:31])=[O:30])[CH2:28][CH2:27]1.[CH:33]1([N:38]2[CH:42]=[C:41](B3OC(C)(C)C(C)(C)O3)[CH:40]=[N:39]2)[CH2:37][CH2:36][CH2:35][CH2:34]1. No catalyst specified. The product is [CH:33]1([N:38]2[CH:42]=[C:41]([C:2]3[CH:3]=[C:4]4[N:10]=[CH:9][N:8]([C:11]5[CH:12]=[C:13]([NH:25][S:29]([CH:26]6[CH2:28][CH2:27]6)(=[O:31])=[O:30])[CH:14]=[C:15]([C:17]6[CH:22]=[CH:21][C:20]([F:23])=[CH:19][C:18]=6[F:24])[CH:16]=5)[C:5]4=[N:6][CH:7]=3)[CH:40]=[N:39]2)[CH2:37][CH2:36][CH2:35][CH2:34]1. The yield is 0.279. (7) The reactants are [C:1]([O:5]C)(=[O:4])[C:2]#[CH:3].[OH-].[Na+].[C:9]1([SH:15])[CH:14]=[CH:13][CH:12]=[CH:11][CH:10]=1.Cl. The catalyst is O. The product is [C:9]1([S:15]/[CH:3]=[CH:2]\[C:1]([OH:5])=[O:4])[CH:14]=[CH:13][CH:12]=[CH:11][CH:10]=1. The yield is 0.370.